This data is from Peptide-MHC class II binding affinity with 134,281 pairs from IEDB. The task is: Regression. Given a peptide amino acid sequence and an MHC pseudo amino acid sequence, predict their binding affinity value. This is MHC class II binding data. (1) The peptide sequence is VAISRYLGKQFGLSG. The MHC is HLA-DPA10201-DPB10501 with pseudo-sequence HLA-DPA10201-DPB10501. The binding affinity (normalized) is 0.383. (2) The peptide sequence is LIGNGGAGGAGGVGA. The MHC is DRB1_0101 with pseudo-sequence DRB1_0101. The binding affinity (normalized) is 0.588. (3) The peptide sequence is QGSVITVQGADDIKK. The MHC is DRB1_0401 with pseudo-sequence DRB1_0401. The binding affinity (normalized) is 0.113. (4) The peptide sequence is SSSEVVVQRLAVGLF. The MHC is DRB1_0101 with pseudo-sequence DRB1_0101. The binding affinity (normalized) is 0.877.